This data is from NCI-60 drug combinations with 297,098 pairs across 59 cell lines. The task is: Regression. Given two drug SMILES strings and cell line genomic features, predict the synergy score measuring deviation from expected non-interaction effect. (1) Cell line: OVCAR-5. Drug 1: COC1=CC(=CC(=C1O)OC)C2C3C(COC3=O)C(C4=CC5=C(C=C24)OCO5)OC6C(C(C7C(O6)COC(O7)C8=CC=CS8)O)O. Synergy scores: CSS=45.8, Synergy_ZIP=-6.53, Synergy_Bliss=-4.51, Synergy_Loewe=-2.64, Synergy_HSA=-0.105. Drug 2: C1=NC2=C(N1)C(=S)N=C(N2)N. (2) Drug 1: CCCCCOC(=O)NC1=NC(=O)N(C=C1F)C2C(C(C(O2)C)O)O. Drug 2: CC1=C(N=C(N=C1N)C(CC(=O)N)NCC(C(=O)N)N)C(=O)NC(C(C2=CN=CN2)OC3C(C(C(C(O3)CO)O)O)OC4C(C(C(C(O4)CO)O)OC(=O)N)O)C(=O)NC(C)C(C(C)C(=O)NC(C(C)O)C(=O)NCCC5=NC(=CS5)C6=NC(=CS6)C(=O)NCCC[S+](C)C)O. Cell line: OVCAR-4. Synergy scores: CSS=8.42, Synergy_ZIP=0.310, Synergy_Bliss=1.37, Synergy_Loewe=-4.39, Synergy_HSA=-0.440. (3) Cell line: UACC62. Drug 1: CN(CCCl)CCCl.Cl. Drug 2: CC(C)CN1C=NC2=C1C3=CC=CC=C3N=C2N. Synergy scores: CSS=22.0, Synergy_ZIP=-5.62, Synergy_Bliss=-0.571, Synergy_Loewe=-0.330, Synergy_HSA=-0.151. (4) Drug 1: CCN(CC)CCNC(=O)C1=C(NC(=C1C)C=C2C3=C(C=CC(=C3)F)NC2=O)C. Drug 2: CC12CCC3C(C1CCC2O)C(CC4=C3C=CC(=C4)O)CCCCCCCCCS(=O)CCCC(C(F)(F)F)(F)F. Cell line: HS 578T. Synergy scores: CSS=6.09, Synergy_ZIP=-1.95, Synergy_Bliss=1.51, Synergy_Loewe=3.80, Synergy_HSA=1.95. (5) Drug 1: CC1=C(C=C(C=C1)NC2=NC=CC(=N2)N(C)C3=CC4=NN(C(=C4C=C3)C)C)S(=O)(=O)N.Cl. Drug 2: CC1=C(C(=CC=C1)Cl)NC(=O)C2=CN=C(S2)NC3=CC(=NC(=N3)C)N4CCN(CC4)CCO. Cell line: NCI/ADR-RES. Synergy scores: CSS=-1.38, Synergy_ZIP=1.11, Synergy_Bliss=-0.394, Synergy_Loewe=-2.23, Synergy_HSA=-2.02.